From a dataset of Peptide-MHC class II binding affinity with 134,281 pairs from IEDB. Regression. Given a peptide amino acid sequence and an MHC pseudo amino acid sequence, predict their binding affinity value. This is MHC class II binding data. (1) The peptide sequence is NLEIDMIVDTISDFR. The MHC is DRB1_0101 with pseudo-sequence DRB1_0101. The binding affinity (normalized) is 0.243. (2) The peptide sequence is QAMASTEGNVTGMFA. The MHC is DRB4_0101 with pseudo-sequence DRB4_0103. The binding affinity (normalized) is 0.138. (3) The MHC is H-2-IAd with pseudo-sequence H-2-IAd. The peptide sequence is HESNYNTRATNYNRG. The binding affinity (normalized) is 0. (4) The peptide sequence is PIIIDQKYCPNKICT. The MHC is DRB1_0301 with pseudo-sequence DRB1_0301. The binding affinity (normalized) is 0.573. (5) The peptide sequence is AFSERSAAALSVEIT. The MHC is H-2-IAd with pseudo-sequence H-2-IAd. The binding affinity (normalized) is 0.476. (6) The peptide sequence is AQLGLRKKTKQSITE. The MHC is DRB1_0401 with pseudo-sequence DRB1_0401. The binding affinity (normalized) is 0.0394. (7) The peptide sequence is EGTKVTFHVEKGSNP. The MHC is DRB1_1302 with pseudo-sequence DRB1_1302. The binding affinity (normalized) is 0.0713.